Dataset: Forward reaction prediction with 1.9M reactions from USPTO patents (1976-2016). Task: Predict the product of the given reaction. (1) Given the reactants [Cl:1][C:2]1[N:3]=[C:4]([NH:18][CH2:19][CH2:20][NH:21][CH3:22])[C:5]2[CH2:10][CH2:9][CH:8]([C:11]3[CH:16]=[CH:15][C:14]([F:17])=[CH:13][CH:12]=3)[C:6]=2[N:7]=1.Br[CH2:24][CH2:25][O:26][C:27]1[CH:34]=[C:33]([N+:35]([O-:37])=[O:36])[CH:32]=[CH:31][C:28]=1[C:29]#[N:30], predict the reaction product. The product is: [Cl:1][C:2]1[N:3]=[C:4]([NH:18][CH2:19][CH2:20][N:21]([CH3:22])[CH2:24][CH2:25][O:26][C:27]2[CH:34]=[C:33]([N+:35]([O-:37])=[O:36])[CH:32]=[CH:31][C:28]=2[C:29]#[N:30])[C:5]2[CH2:10][CH2:9][CH:8]([C:11]3[CH:16]=[CH:15][C:14]([F:17])=[CH:13][CH:12]=3)[C:6]=2[N:7]=1. (2) Given the reactants [ClH:1].O[CH:3]1[O:11][C@H:10]([CH2:12][OH:13])[C@@H:8]([OH:9])[C@H:6]([OH:7])[C@H:4]1[NH2:5].[C:14]([NH:24][NH2:25])(=[O:23])[CH2:15][CH2:16][CH2:17][CH2:18][C:19]([NH:21][NH2:22])=[O:20], predict the reaction product. The product is: [ClH:1].[NH2:5][CH:4]1[CH:6]([OH:7])[CH:8]([OH:9])[CH:10]([CH2:12][OH:13])[O:11][CH:3]1[NH:25][NH:24][C:14]([CH2:15][CH2:16][CH2:17][CH2:18][C:19]([NH:21][NH2:22])=[O:20])=[O:23]. (3) The product is: [C:1]1([C:7]2[CH:38]=[CH:37][C:10]3[N:11]=[C:12]([CH2:14][C:15]4[O:19][C:18]([CH2:20][C@@H:21]5[NH:32][S:33](=[O:35])(=[O:36])[NH:34][C:22]5=[O:24])=[N:17][N:16]=4)[S:13][C:9]=3[CH:8]=2)[CH:2]=[CH:3][CH:4]=[CH:5][CH:6]=1. Given the reactants [C:1]1([C:7]2[CH:38]=[CH:37][C:10]3[N:11]=[C:12]([CH2:14][C:15]4[O:19][C:18]([CH2:20][C@H:21]([NH:32][S:33](=[O:36])(=[O:35])[NH2:34])[C:22]([O:24]CC5C=CC=CC=5)=O)=[N:17][N:16]=4)[S:13][C:9]=3[CH:8]=2)[CH:6]=[CH:5][CH:4]=[CH:3][CH:2]=1.C[O-].[Na+].Cl, predict the reaction product. (4) Given the reactants [NH:1]1[CH2:6][CH2:5][O:4][C:3]2[N:7]=[CH:8][C:9]([C:11]3[CH:12]=[C:13]([N:17]([CH3:19])[CH3:18])[CH:14]=[CH:15][CH:16]=3)=[CH:10][C:2]1=2.[Br:20][C:21]1[CH:22]=[C:23]([CH:27]=[C:28]([Br:32])[C:29]=1[O:30][CH3:31])[C:24](Cl)=[O:25].C(N(CC)CC)C, predict the reaction product. The product is: [Br:20][C:21]1[CH:22]=[C:23]([C:24]([N:1]2[CH2:6][CH2:5][O:4][C:3]3[N:7]=[CH:8][C:9]([C:11]4[CH:16]=[CH:15][CH:14]=[C:13]([N:17]([CH3:19])[CH3:18])[CH:12]=4)=[CH:10][C:2]2=3)=[O:25])[CH:27]=[C:28]([Br:32])[C:29]=1[O:30][CH3:31]. (5) Given the reactants [CH:1]([C:3]1[CH:4]=[C:5]([B:11]([OH:13])[OH:12])[CH:6]=[CH:7][C:8]=1[O:9][CH3:10])=O.[CH3:14][C:15]1([CH3:23])[CH2:20][C:19](=[O:21])[CH2:18][C:17](=[O:22])[CH2:16]1.[CH2:24]([C:36]1[CH:41]=CC=C[C:37]=1S(O)(=O)=O)[CH2:25][CH2:26]CCCCCCCCC.[CH2:46]([OH:48])[CH3:47], predict the reaction product. The product is: [CH3:10][O:9][C:8]1[CH:7]=[CH:6][C:5]([B:11]([OH:13])[OH:12])=[CH:4][C:3]=1[CH:1]1[C:26]2[C:46](=[O:48])[CH2:47][C:36]([CH3:41])([CH3:37])[CH2:24][C:25]=2[O:21][C:19]2[CH2:20][C:15]([CH3:23])([CH3:14])[CH2:16][C:17](=[O:22])[C:18]1=2. (6) The product is: [O:18]=[C:9]1[N:10]([CH:12]2[CH2:13][CH2:14][O:15][CH2:16][CH2:17]2)[CH2:11][C@@H:7]([C:1]2[CH:2]=[CH:3][CH:4]=[CH:5][CH:6]=2)[N:8]1[CH:19]1[CH2:24][CH2:23][N:22]([CH2:26][C:27]2[CH:34]=[CH:33][C:30]([C:31]#[N:32])=[CH:29][CH:28]=2)[CH2:21][CH2:20]1. Given the reactants [C:1]1([C@@H:7]2[CH2:11][N:10]([CH:12]3[CH2:17][CH2:16][O:15][CH2:14][CH2:13]3)[C:9](=[O:18])[N:8]2[CH:19]2[CH2:24][CH2:23][NH:22][CH2:21][CH2:20]2)[CH:6]=[CH:5][CH:4]=[CH:3][CH:2]=1.Br[CH2:26][C:27]1[CH:34]=[CH:33][C:30]([C:31]#[N:32])=[CH:29][CH:28]=1, predict the reaction product. (7) Given the reactants Cl[C:2]1[N:3]=[C:4]([N:23]2[CH2:28][CH2:27][O:26][CH2:25][CH2:24]2)[C:5]2[N:11]=[C:10]([CH2:12][N:13]3[CH2:16][CH:15]([N:17]4[CH2:22][CH2:21][O:20][CH2:19][CH2:18]4)[CH2:14]3)[CH:9]=[CH:8][C:6]=2[N:7]=1.[F:29][CH:30]([F:40])[C:31]1[NH:35][C:34]2[CH:36]=[CH:37][CH:38]=[CH:39][C:33]=2[N:32]=1, predict the reaction product. The product is: [F:40][CH:30]([F:29])[C:31]1[N:32]([C:2]2[N:3]=[C:4]([N:23]3[CH2:24][CH2:25][O:26][CH2:27][CH2:28]3)[C:5]3[N:11]=[C:10]([CH2:12][N:13]4[CH2:16][CH:15]([N:17]5[CH2:18][CH2:19][O:20][CH2:21][CH2:22]5)[CH2:14]4)[CH:9]=[CH:8][C:6]=3[N:7]=2)[C:33]2[CH:39]=[CH:38][CH:37]=[CH:36][C:34]=2[N:35]=1.